This data is from TCR-epitope binding with 47,182 pairs between 192 epitopes and 23,139 TCRs. The task is: Binary Classification. Given a T-cell receptor sequence (or CDR3 region) and an epitope sequence, predict whether binding occurs between them. (1) The epitope is PKYVKQNTLKLAT. The TCR CDR3 sequence is CASSEPPQGRNTEAFF. Result: 0 (the TCR does not bind to the epitope). (2) The epitope is GPGHKARVL. The TCR CDR3 sequence is CASSSSGSSYNEQFF. Result: 1 (the TCR binds to the epitope). (3) The epitope is SEISMDNSPNL. The TCR CDR3 sequence is CASSQDGRGEKLFF. Result: 0 (the TCR does not bind to the epitope). (4) The epitope is IPSINVHHY. The TCR CDR3 sequence is CASSYTGSEAFF. Result: 1 (the TCR binds to the epitope). (5) The epitope is FSKQLQQSM. The TCR CDR3 sequence is CATREGGGNQPQHF. Result: 0 (the TCR does not bind to the epitope). (6) The TCR CDR3 sequence is CASSRAGAPNIQYF. The epitope is KLPDDFTGCV. Result: 1 (the TCR binds to the epitope).